This data is from Catalyst prediction with 721,799 reactions and 888 catalyst types from USPTO. The task is: Predict which catalyst facilitates the given reaction. (1) Reactant: [C:1]([O:5][C:6]([N:8]([CH3:15])[C:9]([CH3:14])([C:11](O)=[O:12])[CH3:10])=[O:7])([CH3:4])([CH3:3])[CH3:2]. Product: [OH:12][CH2:11][C:9]([N:8]([CH3:15])[C:6](=[O:7])[O:5][C:1]([CH3:4])([CH3:3])[CH3:2])([CH3:10])[CH3:14]. The catalyst class is: 1. (2) Reactant: Br[C:2]1[N:7]=[C:6]([Cl:8])[C:5]([O:9][CH:10]([F:12])[F:11])=[C:4]([NH2:13])[CH:3]=1.[Cl:14][C:15]1[CH:20]=[CH:19][C:18](B2OCCCO2)=[C:17]([F:27])[C:16]=1[O:28][CH3:29].[F-].[Cs+].O. Product: [Cl:8][C:6]1[C:5]([O:9][CH:10]([F:12])[F:11])=[C:4]([NH2:13])[CH:3]=[C:2]([C:18]2[CH:19]=[CH:20][C:15]([Cl:14])=[C:16]([O:28][CH3:29])[C:17]=2[F:27])[N:7]=1. The catalyst class is: 628.